Dataset: Forward reaction prediction with 1.9M reactions from USPTO patents (1976-2016). Task: Predict the product of the given reaction. (1) Given the reactants [CH:1]1([C:6]2[CH:11]=[C:10]([C:12]3[N:16]=[C:15]([C:17]4[CH:22]=[C:21]([CH3:23])[C:20]([OH:24])=[C:19]([CH2:25][CH3:26])[CH:18]=4)[O:14][N:13]=3)[CH:9]=[C:8]([O:27][CH3:28])[N:7]=2)[CH2:5][CH2:4][CH2:3][CH2:2]1.[CH2:29]([C@@H:31]1[O:33][CH2:32]1)Cl, predict the reaction product. The product is: [CH:1]1([C:6]2[CH:11]=[C:10]([C:12]3[N:16]=[C:15]([C:17]4[CH:22]=[C:21]([CH3:23])[C:20]([O:24][CH2:29][C@@H:31]5[CH2:32][O:33]5)=[C:19]([CH2:25][CH3:26])[CH:18]=4)[O:14][N:13]=3)[CH:9]=[C:8]([O:27][CH3:28])[N:7]=2)[CH2:2][CH2:3][CH2:4][CH2:5]1. (2) Given the reactants [F:1][C:2]1[CH:7]=[CH:6][C:5]([N:8]([CH2:12][CH2:13][OH:14])[CH2:9][CH2:10][OH:11])=[CH:4][CH:3]=1.[H-].[Na+].CS([C:21]1[N:33]=[C:24]2[N:25]=[C:26]([CH2:31][CH3:32])[CH:27]=[C:28]([CH2:29][CH3:30])[N:23]2[N:22]=1)(=O)=O, predict the reaction product. The product is: [CH2:31]([C:26]1[CH:27]=[C:28]([CH2:29][CH3:30])[N:23]2[N:22]=[C:21]([O:11][CH2:10][CH2:9][N:8]([C:5]3[CH:4]=[CH:3][C:2]([F:1])=[CH:7][CH:6]=3)[CH2:12][CH2:13][OH:14])[N:33]=[C:24]2[N:25]=1)[CH3:32]. (3) Given the reactants C(OC([N:8]1[CH2:13][CH2:12][CH:11]([C:14](=[O:22])[C:15]2[CH:20]=[CH:19][C:18]([Cl:21])=[CH:17][CH:16]=2)[CH2:10][CH2:9]1)=O)(C)(C)C.[C:23]1([C:25](=[CH:27][CH:28]=[CH:29][CH:30]=1)O)[OH:24].CC1C=CC(S(O)(=O)=O)=CC=1.O.C1(C)C=CC=CC=1, predict the reaction product. The product is: [Cl:21][C:18]1[CH:17]=[CH:16][C:15]([C:14]2([CH:11]3[CH2:10][CH2:9][NH:8][CH2:13][CH2:12]3)[O:22][C:30]3[CH:29]=[CH:28][CH:27]=[CH:25][C:23]=3[O:24]2)=[CH:20][CH:19]=1. (4) Given the reactants C1C=CC(C(O)=O)=C(C2C3C=CC(O)=CC=3OC3C=2C=CC(C=3)=O)C=1.C1C(C(C(Cl)(Cl)Cl)C2C=CC(Cl)=CC=2)=CC=C(Cl)C=1.CCCCCCCCCCCCOCCO.P(OC[C@H]1O[C@@H](N2C3N=CN=C(N)C=3N=C2)[C@H](O)[C@@H]1O)(OP(OP(O)(O)=O)(O)=O)(=O)O.[C:92]([NH:96][C:97]1[CH:106]=[CH:105][C:100]([C:101]([O:103]C)=[O:102])=[CH:99][C:98]=1[N+:107]([O-:109])=[O:108])(=[O:95])[CH:93]=[CH2:94], predict the reaction product. The product is: [C:92]([NH:96][C:97]1[CH:106]=[CH:105][C:100]([C:101]([OH:103])=[O:102])=[CH:99][C:98]=1[N+:107]([O-:109])=[O:108])(=[O:95])[CH:93]=[CH2:94]. (5) Given the reactants O[CH2:2][C:3]1[CH:23]=[CH:22][C:6]([O:7][CH2:8][C:9]2[N:10]=[C:11](/[CH:15]=[CH:16]/[C:17]([O:19][CH2:20][CH3:21])=[O:18])[O:12][C:13]=2[CH3:14])=[C:5]([O:24][CH3:25])[CH:4]=1.C1(C)C=CC=CC=1.S(Cl)([Cl:35])=O, predict the reaction product. The product is: [Cl:35][CH2:2][C:3]1[CH:23]=[CH:22][C:6]([O:7][CH2:8][C:9]2[N:10]=[C:11](/[CH:15]=[CH:16]/[C:17]([O:19][CH2:20][CH3:21])=[O:18])[O:12][C:13]=2[CH3:14])=[C:5]([O:24][CH3:25])[CH:4]=1. (6) Given the reactants Br[C:2]1[C:3]([NH:14][C:15]2[C:24]3[C:19](=[CH:20][C:21]([F:26])=[CH:22][C:23]=3[F:25])[N:18]=[C:17]([C:27]3[CH:32]=[CH:31][CH:30]=[CH:29][N:28]=3)[C:16]=2[CH3:33])=[CH:4][C:5]([N:8]2[CH2:13][CH2:12][O:11][CH2:10][CH2:9]2)=[N:6][CH:7]=1.[F:34][CH:35]([F:51])[C:36]1[CH:41]=[CH:40][C:39](B2OC(C)(C)C(C)(C)O2)=[CH:38][CH:37]=1.C1(P(C2CCCCC2)C2CCCCC2)CCCCC1.[O-]P([O-])([O-])=O.[K+].[K+].[K+], predict the reaction product. The product is: [F:34][CH:35]([F:51])[C:36]1[CH:41]=[CH:40][C:39]([C:2]2[C:3]([NH:14][C:15]3[C:24]4[C:19](=[CH:20][C:21]([F:26])=[CH:22][C:23]=4[F:25])[N:18]=[C:17]([C:27]4[CH:32]=[CH:31][CH:30]=[CH:29][N:28]=4)[C:16]=3[CH3:33])=[CH:4][C:5]([N:8]3[CH2:13][CH2:12][O:11][CH2:10][CH2:9]3)=[N:6][CH:7]=2)=[CH:38][CH:37]=1.